From a dataset of Full USPTO retrosynthesis dataset with 1.9M reactions from patents (1976-2016). Predict the reactants needed to synthesize the given product. (1) Given the product [CH3:20][NH:19][C@@H:12]1[C:13]2[CH:14]=[CH:15][CH:16]=[CH:17][C:18]=2[C@H:9]([C:4]2[CH:5]=[CH:6][C:7]([Cl:8])=[C:2]([Cl:1])[CH:3]=2)[CH2:10][CH2:11]1, predict the reactants needed to synthesize it. The reactants are: [Cl:1][C:2]1[CH:3]=[C:4]([CH:9]2[C:18]3[C:13](=[CH:14][CH:15]=[CH:16][CH:17]=3)[C:12](=[N:19][CH3:20])[CH2:11][CH2:10]2)[CH:5]=[CH:6][C:7]=1[Cl:8].ClC1C=CC=CC=1C.[H][H]. (2) The reactants are: [NH2:1][C:2]1[CH:3]=[CH:4][C:5]([O:24][CH3:25])=[C:6]([CH:23]=1)[O:7][C:8]1[N:13]=[C:12]2[S:14][C:15]([NH:17][C:18]([CH:20]3[CH2:22][CH2:21]3)=[O:19])=[N:16][C:11]2=[CH:10][CH:9]=1.[F:26][C:27]([F:38])([F:37])[C:28]1[CH:29]=[C:30]([CH:34]=[CH:35][CH:36]=1)[C:31](Cl)=[O:32]. Given the product [CH:20]1([C:18]([NH:17][C:15]2[S:14][C:12]3[C:11]([N:16]=2)=[CH:10][CH:9]=[C:8]([O:7][C:6]2[CH:23]=[C:2]([NH:1][C:31](=[O:32])[C:30]4[CH:34]=[CH:35][CH:36]=[C:28]([C:27]([F:26])([F:37])[F:38])[CH:29]=4)[CH:3]=[CH:4][C:5]=2[O:24][CH3:25])[N:13]=3)=[O:19])[CH2:21][CH2:22]1, predict the reactants needed to synthesize it. (3) Given the product [Cl:19][C:5]1[C:6]([NH:8][C:9]2[CH:14]=[CH:13][C:12]([P:15]([CH3:18])([CH3:17])=[O:16])=[CH:11][CH:10]=2)=[N:7][C:2]([NH:28][C:27]2[C:22]([O:21][CH3:20])=[N:23][C:24]([P:15]([CH3:17])([CH3:12])=[O:16])=[CH:25][CH:26]=2)=[N:3][CH:4]=1, predict the reactants needed to synthesize it. The reactants are: Cl[C:2]1[N:7]=[C:6]([NH:8][C:9]2[CH:14]=[CH:13][C:12]([P:15]([CH3:18])([CH3:17])=[O:16])=[CH:11][CH:10]=2)[C:5]([Cl:19])=[CH:4][N:3]=1.[CH3:20][O:21][C:22]1[C:27]([NH2:28])=[CH:26][CH:25]=[C:24](OC)[N:23]=1.